Predict the product of the given reaction. From a dataset of Forward reaction prediction with 1.9M reactions from USPTO patents (1976-2016). (1) Given the reactants C(OC([N:8]1[CH2:13][CH2:12][CH:11]([NH:14][C:15]2[N:20]=[C:19]([CH3:21])[CH:18]=[C:17]([CH3:22])[N:16]=2)[CH2:10][CH2:9]1)=O)(C)(C)C.[ClH:23], predict the reaction product. The product is: [ClH:23].[ClH:23].[CH3:21][C:19]1[CH:18]=[C:17]([CH3:22])[N:16]=[C:15]([NH:14][CH:11]2[CH2:12][CH2:13][NH:8][CH2:9][CH2:10]2)[N:20]=1. (2) Given the reactants Cl.[Br:2][C:3]1[CH:8]=[CH:7][C:6]([CH2:9][NH2:10])=[CH:5][CH:4]=1.C[O-].[Na+].[CH2:14]([O:16][CH:17]([O:22][CH2:23][CH3:24])[C:18](=[NH:21])OC)[CH3:15], predict the reaction product. The product is: [Br:2][C:3]1[CH:8]=[CH:7][C:6]([CH2:9][NH:10][C:18](=[NH:21])[CH:17]([O:22][CH2:23][CH3:24])[O:16][CH2:14][CH3:15])=[CH:5][CH:4]=1. (3) The product is: [CH3:1][O:2][C:3]1[CH:4]=[CH:5][C:6]([CH2:9][CH:10]([C:14]2[CH:19]=[CH:18][CH:17]=[CH:16][CH:15]=2)[C:11]([OH:13])=[O:12])=[CH:7][CH:8]=1. Given the reactants [CH3:1][O:2][C:3]1[CH:8]=[CH:7][C:6]([CH:9]=[C:10]([C:14]2[CH:19]=[CH:18][CH:17]=[CH:16][CH:15]=2)[C:11]([OH:13])=[O:12])=[CH:5][CH:4]=1, predict the reaction product. (4) Given the reactants [C:1]([NH:5][S:6]([C:9]1[C:18]2[C:13](=[CH:14][CH:15]=[CH:16][CH:17]=2)[C:12]([C:19]2[O:23][CH:22]=[N:21][C:20]=2[CH2:24][CH:25]2[CH2:28][CH2:27][CH2:26]2)=[CH:11][CH:10]=1)(=[O:8])=[O:7])([CH3:4])([CH3:3])[CH3:2].C([Li])CCC.Cl[C:35]([O:37][CH2:38][CH3:39])=[O:36], predict the reaction product. The product is: [C:1]([NH:5][S:6]([C:9]1[C:18]2[C:13](=[CH:14][CH:15]=[CH:16][CH:17]=2)[C:12]([C:19]2[O:23][C:22]([C:35]([O:37][CH2:38][CH3:39])=[O:36])=[N:21][C:20]=2[CH2:24][CH:25]2[CH2:28][CH2:27][CH2:26]2)=[CH:11][CH:10]=1)(=[O:8])=[O:7])([CH3:4])([CH3:2])[CH3:3]. (5) Given the reactants [OH:1][NH:2][CH:3]([C:21]1[CH:26]=[CH:25][CH:24]=[CH:23][CH:22]=1)[CH2:4][S:5]([N:8]1[CH2:13][CH2:12][N:11]([C:14]2[CH:19]=[CH:18][C:17]([F:20])=[CH:16][CH:15]=2)[CH2:10][CH2:9]1)(=[O:7])=[O:6].[C:27](OC(=O)C)(=[O:29])C, predict the reaction product. The product is: [CH:27]([N:2]([CH:3]([C:21]1[CH:26]=[CH:25][CH:24]=[CH:23][CH:22]=1)[CH2:4][S:5]([N:8]1[CH2:13][CH2:12][N:11]([C:14]2[CH:19]=[CH:18][C:17]([F:20])=[CH:16][CH:15]=2)[CH2:10][CH2:9]1)(=[O:6])=[O:7])[OH:1])=[O:29]. (6) Given the reactants [NH2:1][C:2]1[O:6][CH:5]([C:7]2[CH:12]=[CH:11][C:10]([Cl:13])=[CH:9][CH:8]=2)[C:4](=[O:14])[C:3]=1[OH:15].C(N(CC)CC)C.[CH3:23][S:24](Cl)(=[O:26])=[O:25].[Cl-].[NH4+], predict the reaction product. The product is: [Cl:13][C:10]1[CH:9]=[CH:8][C:7]([CH:5]2[C:4](=[O:14])[C:3]([O:15][S:24]([CH3:23])(=[O:26])=[O:25])=[C:2]([NH2:1])[O:6]2)=[CH:12][CH:11]=1.